This data is from NCI-60 drug combinations with 297,098 pairs across 59 cell lines. The task is: Regression. Given two drug SMILES strings and cell line genomic features, predict the synergy score measuring deviation from expected non-interaction effect. (1) Drug 1: CC12CCC(CC1=CCC3C2CCC4(C3CC=C4C5=CN=CC=C5)C)O. Drug 2: CC(C1=C(C=CC(=C1Cl)F)Cl)OC2=C(N=CC(=C2)C3=CN(N=C3)C4CCNCC4)N. Cell line: HS 578T. Synergy scores: CSS=6.63, Synergy_ZIP=1.97, Synergy_Bliss=10.8, Synergy_Loewe=3.54, Synergy_HSA=4.58. (2) Drug 1: C1=CC=C(C=C1)NC(=O)CCCCCCC(=O)NO. Drug 2: C1CCC(C(C1)N)N.C(=O)(C(=O)[O-])[O-].[Pt+4]. Cell line: NCI/ADR-RES. Synergy scores: CSS=62.5, Synergy_ZIP=-4.80, Synergy_Bliss=-0.921, Synergy_Loewe=0.576, Synergy_HSA=2.97. (3) Drug 1: CN1CCC(CC1)COC2=C(C=C3C(=C2)N=CN=C3NC4=C(C=C(C=C4)Br)F)OC. Drug 2: COC1=C2C(=CC3=C1OC=C3)C=CC(=O)O2. Cell line: CAKI-1. Synergy scores: CSS=29.7, Synergy_ZIP=-9.10, Synergy_Bliss=-1.43, Synergy_Loewe=-34.4, Synergy_HSA=-3.06. (4) Drug 1: CC1=C(C(=CC=C1)Cl)NC(=O)C2=CN=C(S2)NC3=CC(=NC(=N3)C)N4CCN(CC4)CCO. Drug 2: CS(=O)(=O)CCNCC1=CC=C(O1)C2=CC3=C(C=C2)N=CN=C3NC4=CC(=C(C=C4)OCC5=CC(=CC=C5)F)Cl. Cell line: UACC62. Synergy scores: CSS=0.843, Synergy_ZIP=-3.09, Synergy_Bliss=-3.14, Synergy_Loewe=-2.50, Synergy_HSA=-2.12. (5) Drug 1: C#CCC(CC1=CN=C2C(=N1)C(=NC(=N2)N)N)C3=CC=C(C=C3)C(=O)NC(CCC(=O)O)C(=O)O. Drug 2: C1C(C(OC1N2C=NC3=C2NC=NCC3O)CO)O. Cell line: NCI-H226. Synergy scores: CSS=-2.14, Synergy_ZIP=1.10, Synergy_Bliss=-2.18, Synergy_Loewe=-3.33, Synergy_HSA=-4.91.